From a dataset of Retrosynthesis with 50K atom-mapped reactions and 10 reaction types from USPTO. Predict the reactants needed to synthesize the given product. (1) Given the product CC(C)(C)OC(=O)n1ccc2cc(C=O)ccc21, predict the reactants needed to synthesize it. The reactants are: CC(C)(C)OC(=O)n1ccc2cc(CO)ccc21. (2) Given the product COc1ccc(C2(NC(C)=O)CC2)cc1, predict the reactants needed to synthesize it. The reactants are: CC(=O)OC(C)=O.COc1ccc(C2(N)CC2)cc1. (3) Given the product CN(C)CCCn1c(-c2ccccc2)cc2c1CCSC2, predict the reactants needed to synthesize it. The reactants are: CN(C)CCCN.O=C(CC1CSCCC1=O)c1ccccc1. (4) Given the product CCN(CC)C(=O)Nc1cc(C(C)(C)C)on1, predict the reactants needed to synthesize it. The reactants are: CC(C)(C)c1cc(N)no1.CCN(CC)C(=O)Cl. (5) Given the product COCCCc1cc(CNC2CC2)cc(OCCOC)c1, predict the reactants needed to synthesize it. The reactants are: COCCCc1cc(C=O)cc(OCCOC)c1.NC1CC1. (6) Given the product COC(=O)C1(OC)CCNC1, predict the reactants needed to synthesize it. The reactants are: COC(=O)C1(OC)CCN(C(=O)OCc2ccccc2)C1.